From a dataset of Full USPTO retrosynthesis dataset with 1.9M reactions from patents (1976-2016). Predict the reactants needed to synthesize the given product. (1) Given the product [CH:16]([C:2]1[C:11]2[C:6](=[CH:7][CH:8]=[C:9]3[O:15][CH2:14][CH2:13][O:12][C:10]3=2)[N:5]=[CH:4][CH:3]=1)=[CH2:17], predict the reactants needed to synthesize it. The reactants are: Br[C:2]1[C:11]2[C:6](=[CH:7][CH:8]=[C:9]3[O:15][CH2:14][CH2:13][O:12][C:10]3=2)[N:5]=[CH:4][CH:3]=1.[CH:16]([Sn](CCCC)(CCCC)CCCC)=[CH2:17]. (2) Given the product [CH:10]([Si:9]([CH:16]([CH3:18])[CH3:17])([CH:13]([CH3:15])[CH3:14])[O:1][C:19]([C:22]1[N:23]=[N:24][CH:25]=[CH:26][CH:27]=1)=[CH2:20])([CH3:12])[CH3:11], predict the reactants needed to synthesize it. The reactants are: [O:1]([Si:9]([CH:16]([CH3:18])[CH3:17])([CH:13]([CH3:15])[CH3:14])[CH:10]([CH3:12])[CH3:11])S(C(F)(F)F)(=O)=O.[C:19]([C:22]1[N:23]=[N:24][CH:25]=[CH:26][CH:27]=1)(=O)[CH3:20].C(N(C(C)C)CC)(C)C. (3) Given the product [Br:1][C:2]1[CH:3]=[CH:4][C:5]([CH2:8][C:9]([O:11][CH3:16])=[O:10])=[CH:6][CH:7]=1, predict the reactants needed to synthesize it. The reactants are: [Br:1][C:2]1[CH:7]=[CH:6][C:5]([CH2:8][C:9]([OH:11])=[O:10])=[CH:4][CH:3]=1.S(Cl)(Cl)=O.[CH:16]1(C)CCC(C(C)C)C(O)C1. (4) Given the product [Cl:1][C:2]1[CH:7]=[CH:6][C:5]([NH:8][C:9]([C:11]2([C:17]#[N:18])[CH2:12][CH2:13][N:14]([C:20]3[C:21]4[CH:28]=[CH:27][NH:26][C:22]=4[N:23]=[CH:24][N:25]=3)[CH2:15][CH2:16]2)=[O:10])=[CH:4][CH:3]=1, predict the reactants needed to synthesize it. The reactants are: [Cl:1][C:2]1[CH:7]=[CH:6][C:5]([NH:8][C:9]([C:11]2([C:17]#[N:18])[CH2:16][CH2:15][NH:14][CH2:13][CH2:12]2)=[O:10])=[CH:4][CH:3]=1.Cl[C:20]1[C:21]2[CH:28]=[CH:27][NH:26][C:22]=2[N:23]=[CH:24][N:25]=1.C(N(CC)CC)C. (5) The reactants are: [N+:1]([C:4]1[CH:8]=[C:7]([C:9]([O:11][CH3:12])=[O:10])[NH:6][N:5]=1)([O-])=O. Given the product [NH2:1][C:4]1[CH:8]=[C:7]([C:9]([O:11][CH3:12])=[O:10])[NH:6][N:5]=1, predict the reactants needed to synthesize it. (6) Given the product [OH:28][CH2:29][CH2:30][O:1][C:2]1[CH:3]=[N:4][C:5]([C:8]2[CH:9]=[C:10]([CH:25]=[CH:26][CH:27]=2)[CH2:11][N:12]2[C:17](=[O:18])[CH:16]=[CH:15][C:14]([C:19]3[CH:20]=[N:21][N:22]([CH3:24])[CH:23]=3)=[N:13]2)=[N:6][CH:7]=1, predict the reactants needed to synthesize it. The reactants are: [OH:1][C:2]1[CH:3]=[N:4][C:5]([C:8]2[CH:9]=[C:10]([CH:25]=[CH:26][CH:27]=2)[CH2:11][N:12]2[C:17](=[O:18])[CH:16]=[CH:15][C:14]([C:19]3[CH:20]=[N:21][N:22]([CH3:24])[CH:23]=3)=[N:13]2)=[N:6][CH:7]=1.[O:28]1CCC[CH2:30][CH:29]1OCCO.C1(P(C2C=CC=CC=2)C2C=CC=CC=2)C=CC=CC=1.N(C(OC(C)C)=O)=NC(OC(C)C)=O. (7) Given the product [Si:1]([O:8][C@@H:9]([CH2:10][C:11](=[O:12])[C:53]#[C:52][C@H:51]([CH3:54])[C@H:50]([O:49][Si:42]([C:45]([CH3:48])([CH3:47])[CH3:46])([CH3:44])[CH3:43])[C@@H:55]([CH3:67])[CH2:56][CH2:57][CH2:58][O:59][Si:60]([C:63]([CH3:65])([CH3:64])[CH3:66])([CH3:62])[CH3:61])[C@H:17]([CH3:41])[CH:18]=[CH:19][CH2:20][O:21][C:22]([C:35]1[CH:40]=[CH:39][CH:38]=[CH:37][CH:36]=1)([C:29]1[CH:34]=[CH:33][CH:32]=[CH:31][CH:30]=1)[C:23]1[CH:24]=[CH:25][CH:26]=[CH:27][CH:28]=1)([C:4]([CH3:7])([CH3:5])[CH3:6])([CH3:3])[CH3:2], predict the reactants needed to synthesize it. The reactants are: [Si:1]([O:8][C@H:9]([C@H:17]([CH3:41])/[CH:18]=[CH:19]/[CH2:20][O:21][C:22]([C:35]1[CH:40]=[CH:39][CH:38]=[CH:37][CH:36]=1)([C:29]1[CH:34]=[CH:33][CH:32]=[CH:31][CH:30]=1)[C:23]1[CH:28]=[CH:27][CH:26]=[CH:25][CH:24]=1)[CH2:10][C:11](N(OC)C)=[O:12])([C:4]([CH3:7])([CH3:6])[CH3:5])([CH3:3])[CH3:2].[Si:42]([O:49][C@H:50]([C@@H:55]([CH3:67])[CH2:56][CH2:57][CH2:58][O:59][Si:60]([C:63]([CH3:66])([CH3:65])[CH3:64])([CH3:62])[CH3:61])[C@@H:51]([CH3:54])[C:52]#[CH:53])([C:45]([CH3:48])([CH3:47])[CH3:46])([CH3:44])[CH3:43].[Li]CCCC.CCOC(C)=O.CCCCCC. (8) Given the product [OH:35][CH:18]([CH2:19][OH:26])[CH2:17][N:4]([CH2:3][C:2]([CH3:21])([CH3:20])[CH3:1])[C:5]1[CH:12]=[CH:11][C:8]([C:9]#[N:10])=[C:7]([C:13]([F:14])([F:15])[F:16])[CH:6]=1, predict the reactants needed to synthesize it. The reactants are: [CH3:1][C:2]([CH3:21])([CH3:20])[CH2:3][N:4]([CH2:17][CH:18]=[CH2:19])[C:5]1[CH:12]=[CH:11][C:8]([C:9]#[N:10])=[C:7]([C:13]([F:16])([F:15])[F:14])[CH:6]=1.C[N+]1([O-])CC[O:26]CC1.S(=O)(O)[O-].[Na+].[OH2:35]. (9) Given the product [F:20][C:21]1[CH:26]=[CH:25][C:24]([C:2]2[CH:3]=[N:4][C:5]3[N:6]([CH:8]=[C:9]([CH2:11][O:12][C:13]4[CH:18]=[CH:17][C:16]([F:19])=[CH:15][CH:14]=4)[N:10]=3)[CH:7]=2)=[C:23]([S:30][CH3:31])[CH:22]=1, predict the reactants needed to synthesize it. The reactants are: Br[C:2]1[CH:3]=[N:4][C:5]2[N:6]([CH:8]=[C:9]([CH2:11][O:12][C:13]3[CH:18]=[CH:17][C:16]([F:19])=[CH:15][CH:14]=3)[N:10]=2)[CH:7]=1.[F:20][C:21]1[CH:26]=[CH:25][C:24](B(O)O)=[C:23]([S:30][CH3:31])[CH:22]=1.